From a dataset of Forward reaction prediction with 1.9M reactions from USPTO patents (1976-2016). Predict the product of the given reaction. (1) The product is: [OH:47][NH:46][C:9](=[O:10])[C@H:8]([N:7]([CH2:6][C:5]1[CH:29]=[CH:30][C:31]2[O:32][CH2:1][O:2][C:3]=2[CH:4]=1)[S:15]([C:18]1[C:23]([CH3:24])=[CH:22][C:21]([O:25][CH3:26])=[C:20]([CH3:27])[C:19]=1[CH3:28])(=[O:17])=[O:16])[CH:12]([CH3:14])[CH3:13]. Given the reactants [CH2:1]1[O:32][C:31]2[CH:30]=[CH:29][C:5]([CH2:6][N:7]([S:15]([C:18]3[C:23]([CH3:24])=[CH:22][C:21]([O:25][CH3:26])=[C:20]([CH3:27])[C:19]=3[CH3:28])(=[O:17])=[O:16])[C@H:8]([CH:12]([CH3:14])[CH3:13])[C:9](O)=[O:10])=[CH:4][C:3]=2[O:2]1.C(Cl)(=O)C(Cl)=O.CN(C)C=O.C[Si](C)(C)[NH:46][O:47][Si](C)(C)C, predict the reaction product. (2) Given the reactants [Cl:1][C:2]1[CH:3]=[C:4]([NH2:19])[CH:5]=[N:6][C:7]=1[O:8][C:9]1[CH:10]=[N:11][C:12]2[C:17]([CH:18]=1)=[CH:16][CH:15]=[CH:14][CH:13]=2.[F:20][C:21]1[CH:26]=[C:25]([F:27])[CH:24]=[CH:23][C:22]=1[S:28](Cl)(=[O:30])=[O:29], predict the reaction product. The product is: [Cl:1][C:2]1[CH:3]=[C:4]([NH:19][S:28]([C:22]2[CH:23]=[CH:24][C:25]([F:27])=[CH:26][C:21]=2[F:20])(=[O:30])=[O:29])[CH:5]=[N:6][C:7]=1[O:8][C:9]1[CH:10]=[N:11][C:12]2[C:17]([CH:18]=1)=[CH:16][CH:15]=[CH:14][CH:13]=2. (3) Given the reactants [CH2:1]([O:3][C:4](=[O:12])[CH2:5][C:6](=O)[C:7](Cl)(Cl)Cl)[CH3:2].[NH2:13][NH2:14].Cl.[CH3:16][CH2:17][OH:18], predict the reaction product. The product is: [CH2:1]([O:3][C:4]([C:5]1[NH:13][N:14]=[C:7]([O:18][CH2:17][CH3:16])[CH:6]=1)=[O:12])[CH3:2]. (4) Given the reactants [OH:1][CH2:2][CH:3]([CH2:12][C:13]1[CH:21]=[C:20]([CH3:22])[C:19]2[C:15](=[CH:16][N:17]([CH2:23][O:24][CH2:25][CH2:26][Si:27]([CH3:30])([CH3:29])[CH3:28])[N:18]=2)[CH:14]=1)[CH2:4][C:5]([O:7][C:8]([CH3:11])([CH3:10])[CH3:9])=[O:6].CC(OI1(OC(C)=O)(OC(C)=O)OC(=O)C2C=CC=CC1=2)=O, predict the reaction product. The product is: [CH:2]([CH:3]([CH2:12][C:13]1[CH:21]=[C:20]([CH3:22])[C:19]2[C:15](=[CH:16][N:17]([CH2:23][O:24][CH2:25][CH2:26][Si:27]([CH3:30])([CH3:29])[CH3:28])[N:18]=2)[CH:14]=1)[CH2:4][C:5]([O:7][C:8]([CH3:10])([CH3:9])[CH3:11])=[O:6])=[O:1]. (5) Given the reactants [NH2:1][C:2]1[CH:6]=[C:5]([CH3:7])[N:4]([CH2:8][C:9]2[C:17]3[O:16][C:15]([C:18]4[CH:25]=[CH:24][C:21]([C:22]#[N:23])=[CH:20][CH:19]=4)=[CH:14][C:13]=3[CH:12]=[C:11]([Cl:26])[CH:10]=2)[N:3]=1.C(N1CCOCC1)C.[C:35](O)(=[O:39])[CH:36]([CH3:38])[CH3:37].O.ON1C2C=CC=CC=2N=N1.CN(C)CCCN=C=NCC, predict the reaction product. The product is: [Cl:26][C:11]1[CH:10]=[C:9]([CH2:8][N:4]2[C:5]([CH3:7])=[CH:6][C:2]([NH:1][C:35](=[O:39])[CH:36]([CH3:38])[CH3:37])=[N:3]2)[C:17]2[O:16][C:15]([C:18]3[CH:25]=[CH:24][C:21]([C:22]#[N:23])=[CH:20][CH:19]=3)=[CH:14][C:13]=2[CH:12]=1. (6) Given the reactants [Br:1][C:2]1[C:10]([CH3:11])=[CH:9][CH:8]=[CH:7][C:3]=1[C:4](O)=[O:5].[H-].[Al+3].[Li+].[H-].[H-].[H-].S([O-])([O-])(=O)=O.[Na+].[Na+], predict the reaction product. The product is: [Br:1][C:2]1[C:10]([CH3:11])=[CH:9][CH:8]=[CH:7][C:3]=1[CH2:4][OH:5]. (7) The product is: [CH3:31][NH:30][C:28]([C@@H:27]([NH:26][C:8]([CH:7]([CH2:11][CH2:12][O:13][C:14]1[C:19]([F:20])=[C:18]([F:21])[C:17]([F:22])=[C:16]([F:23])[C:15]=1[F:24])[CH2:6][C:4]([O:3][CH2:1][CH3:2])=[O:5])=[O:10])[CH2:32][C:33]1[CH:42]=[CH:41][C:40]2[C:35](=[CH:36][CH:37]=[CH:38][CH:39]=2)[CH:34]=1)=[O:29]. Given the reactants [CH2:1]([O:3][C:4]([CH2:6][CH:7]([CH2:11][CH2:12][O:13][C:14]1[C:19]([F:20])=[C:18]([F:21])[C:17]([F:22])=[C:16]([F:23])[C:15]=1[F:24])[C:8]([OH:10])=O)=[O:5])[CH3:2].Cl.[NH2:26][C@@H:27]([CH2:32][C:33]1[CH:42]=[CH:41][C:40]2[C:35](=[CH:36][CH:37]=[CH:38][CH:39]=2)[CH:34]=1)[C:28]([NH:30][CH3:31])=[O:29].C1C=CC2N(O)N=NC=2C=1.CN1CCOCC1.C(Cl)CCl, predict the reaction product. (8) The product is: [CH3:14][C:6]1[CH:7]=[C:8]([S:12][CH3:13])[CH:9]=[C:10]([CH3:11])[C:5]=1[C:3]1[N:15]=[C:16]([NH2:18])[S:17][CH:2]=1. Given the reactants Br[CH2:2][C:3]([C:5]1[C:10]([CH3:11])=[CH:9][C:8]([S:12][CH3:13])=[CH:7][C:6]=1[CH3:14])=O.[NH2:15][C:16]([NH2:18])=[S:17], predict the reaction product. (9) The product is: [F:1][C:2]1[CH:7]=[CH:6][C:5]([C:8]2[C:17]([O:18][C:20]3[C:29]4[C:24](=[CH:25][C:26]([O:32][CH3:33])=[C:27]([O:30][CH3:31])[CH:28]=4)[N:23]=[CH:22][CH:21]=3)=[CH:16][C:15]3[C:10](=[CH:11][CH:12]=[CH:13][CH:14]=3)[N:9]=2)=[CH:4][CH:3]=1. Given the reactants [F:1][C:2]1[CH:7]=[CH:6][C:5]([C:8]2[C:17]([OH:18])=[CH:16][C:15]3[C:10](=[CH:11][CH:12]=[CH:13][CH:14]=3)[N:9]=2)=[CH:4][CH:3]=1.Cl[C:20]1[C:29]2[C:24](=[CH:25][C:26]([O:32][CH3:33])=[C:27]([O:30][CH3:31])[CH:28]=2)[N:23]=[CH:22][CH:21]=1.O, predict the reaction product.